From a dataset of Merck oncology drug combination screen with 23,052 pairs across 39 cell lines. Regression. Given two drug SMILES strings and cell line genomic features, predict the synergy score measuring deviation from expected non-interaction effect. (1) Drug 1: O=C(O)C1(Cc2cccc(Nc3nccs3)n2)CCC(Oc2cccc(Cl)c2F)CC1. Drug 2: CNC(=O)c1cc(Oc2ccc(NC(=O)Nc3ccc(Cl)c(C(F)(F)F)c3)cc2)ccn1. Cell line: VCAP. Synergy scores: synergy=-1.48. (2) Cell line: ES2. Drug 2: NC(=O)c1cccc2cn(-c3ccc(C4CCCNC4)cc3)nc12. Synergy scores: synergy=-11.8. Drug 1: N.N.O=C(O)C1(C(=O)O)CCC1.[Pt]. (3) Drug 2: CC(C)CC(NC(=O)C(Cc1ccccc1)NC(=O)c1cnccn1)B(O)O. Cell line: MSTO. Drug 1: CCC1(O)CC2CN(CCc3c([nH]c4ccccc34)C(C(=O)OC)(c3cc4c(cc3OC)N(C)C3C(O)(C(=O)OC)C(OC(C)=O)C5(CC)C=CCN6CCC43C65)C2)C1. Synergy scores: synergy=-24.8. (4) Drug 1: O=C(O)C1(Cc2cccc(Nc3nccs3)n2)CCC(Oc2cccc(Cl)c2F)CC1. Drug 2: NC(=O)c1cccc2cn(-c3ccc(C4CCCNC4)cc3)nc12. Cell line: MSTO. Synergy scores: synergy=4.03. (5) Drug 1: CN(Cc1cnc2nc(N)nc(N)c2n1)c1ccc(C(=O)NC(CCC(=O)O)C(=O)O)cc1. Drug 2: Cn1c(=O)n(-c2ccc(C(C)(C)C#N)cc2)c2c3cc(-c4cnc5ccccc5c4)ccc3ncc21. Cell line: UWB1289BRCA1. Synergy scores: synergy=-14.6. (6) Drug 1: CS(=O)(=O)CCNCc1ccc(-c2ccc3ncnc(Nc4ccc(OCc5cccc(F)c5)c(Cl)c4)c3c2)o1. Drug 2: CCc1c2c(nc3ccc(O)cc13)-c1cc3c(c(=O)n1C2)COC(=O)C3(O)CC. Cell line: ES2. Synergy scores: synergy=23.9. (7) Synergy scores: synergy=1.80. Cell line: HCT116. Drug 1: O=P1(N(CCCl)CCCl)NCCCO1. Drug 2: Cn1cc(-c2cnn3c(N)c(Br)c(C4CCCNC4)nc23)cn1. (8) Drug 1: COc1cccc2c1C(=O)c1c(O)c3c(c(O)c1C2=O)CC(O)(C(=O)CO)CC3OC1CC(N)C(O)C(C)O1. Drug 2: C=CCn1c(=O)c2cnc(Nc3ccc(N4CCN(C)CC4)cc3)nc2n1-c1cccc(C(C)(C)O)n1. Cell line: A375. Synergy scores: synergy=9.37.